Predict the product of the given reaction. From a dataset of Forward reaction prediction with 1.9M reactions from USPTO patents (1976-2016). (1) Given the reactants [CH3:1][C:2]1[N:7]=[CH:6][C:5]([N:8]2[CH:12]=[C:11]([C:13]3[S:14][CH:15]=[C:16]([CH3:18])[N:17]=3)[N:10]=[C:9]2[C:19]2[CH:24]=[CH:23][C:22]([NH:25][C:26]3[C:31]([NH2:32])=[CH:30][CH:29]=[CH:28][N:27]=3)=[CH:21][CH:20]=2)=[CH:4][CH:3]=1.[CH3:33][O:34][C:35](OC)(OC)OC.C(O)(=O)CC, predict the reaction product. The product is: [CH3:33][O:34][C:35]1[N:25]([C:22]2[CH:21]=[CH:20][C:19]([C:9]3[N:8]([C:5]4[CH:6]=[N:7][C:2]([CH3:1])=[CH:3][CH:4]=4)[CH:12]=[C:11]([C:13]4[S:14][CH:15]=[C:16]([CH3:18])[N:17]=4)[N:10]=3)=[CH:24][CH:23]=2)[C:26]2=[N:27][CH:28]=[CH:29][CH:30]=[C:31]2[N:32]=1. (2) Given the reactants [Br:1][C:2]1[CH:10]=[CH:9][C:5]([C:6]([OH:8])=O)=[CH:4][CH:3]=1.C(N(CC)CC)C.[CH:18]([NH:21][CH:22]([CH3:24])[CH3:23])([CH3:20])[CH3:19], predict the reaction product. The product is: [Br:1][C:2]1[CH:3]=[CH:4][C:5]([C:6]([N:21]([CH:22]([CH3:24])[CH3:23])[CH:18]([CH3:20])[CH3:19])=[O:8])=[CH:9][CH:10]=1. (3) Given the reactants [F:1][C:2]1[CH:7]=[CH:6][C:5](/[CH:8]=[CH:9]/B(O)O)=[CH:4][CH:3]=1.[C:13]([O:17][C:18]([N:20]1[CH2:25][CH2:24][N:23]([C:26]2[NH:27][C:28]([C:33]3[CH:38]=[CH:37][N:36]=[C:35](Cl)[CH:34]=3)=[CH:29][C:30]=2[C:31]#[N:32])[CH2:22][CH2:21]1)=[O:19])([CH3:16])([CH3:15])[CH3:14].C([O-])([O-])=O.[Na+].[Na+], predict the reaction product. The product is: [C:13]([O:17][C:18]([N:20]1[CH2:21][CH2:22][N:23]([C:26]2[NH:27][C:28]([C:33]3[CH:38]=[CH:37][N:36]=[C:35](/[CH:9]=[CH:8]/[C:5]4[CH:6]=[CH:7][C:2]([F:1])=[CH:3][CH:4]=4)[CH:34]=3)=[CH:29][C:30]=2[C:31]#[N:32])[CH2:24][CH2:25]1)=[O:19])([CH3:16])([CH3:14])[CH3:15].